This data is from Forward reaction prediction with 1.9M reactions from USPTO patents (1976-2016). The task is: Predict the product of the given reaction. (1) Given the reactants [C:1]([O:5][C:6]([N:8]1[CH2:13][CH2:12][C:11](=[O:14])[CH2:10][CH2:9]1)=[O:7])([CH3:4])([CH3:3])[CH3:2].C([N-]C(C)C)(C)C.[Li+].C1C=CC(N([S:30]([C:33]([F:36])([F:35])[F:34])(=[O:32])=[O:31])[S:30]([C:33]([F:36])([F:35])[F:34])(=[O:32])=[O:31])=CC=1, predict the reaction product. The product is: [C:1]([O:5][C:6]([N:8]1[CH2:9][CH:10]=[C:11]([O:14][S:30]([C:33]([F:36])([F:35])[F:34])(=[O:32])=[O:31])[CH2:12][CH2:13]1)=[O:7])([CH3:4])([CH3:2])[CH3:3]. (2) Given the reactants [Cl:1][C:2]1[CH:7]=[CH:6][C:5]([C@@:8]2([OH:16])[CH2:13][CH2:12][NH:11][CH2:10][C@:9]2([CH3:15])[OH:14])=[CH:4][CH:3]=1.[C:17]([NH:24][C@@H:25]([C:29](O)=[O:30])[CH:26]([CH3:28])[CH3:27])([O:19][C:20]([CH3:23])([CH3:22])[CH3:21])=[O:18].C1C=CC2N(O)N=NC=2C=1.C(Cl)CCl.CCN(C(C)C)C(C)C, predict the reaction product. The product is: [Cl:1][C:2]1[CH:7]=[CH:6][C:5]([C@@:8]2([OH:16])[CH2:13][CH2:12][N:11]([C:29](=[O:30])[C@H:25]([NH:24][C:17](=[O:18])[O:19][C:20]([CH3:23])([CH3:22])[CH3:21])[CH:26]([CH3:28])[CH3:27])[CH2:10][C@@:9]2([OH:14])[CH3:15])=[CH:4][CH:3]=1. (3) Given the reactants [Sn](Cl)(Cl)(Cl)Cl.[C:6]12([O:16][CH2:17][CH:18]3[O:20][CH2:19]3)CC3C[CH:12](CC(C3)C1)[CH2:13]2.C12([OH:31])CC3CC(CC(C3)C1)C2.C(C1OC1)Cl, predict the reaction product. The product is: [CH2:6]([O:16][CH2:17][CH:18]1[O:20][CH2:19]1)[CH:13]1[O:31][CH2:12]1. (4) Given the reactants [CH2:1]([O:8][CH2:9][CH2:10][N:11]1[C:17](=[O:18])[C@@H:16]([NH:19][C:20](=[O:27])[C:21]([OH:26])([CH3:25])[C:22](O)=[O:23])[C:15]2[CH:28]=[CH:29][CH:30]=[CH:31][C:14]=2[C:13]2[CH:32]=[CH:33][CH:34]=[CH:35][C:12]1=2)[C:2]1[CH:7]=[CH:6][CH:5]=[CH:4][CH:3]=1.[F:36][C:37]([F:45])([C:41]([F:44])([F:43])[F:42])[CH2:38][CH2:39][NH2:40], predict the reaction product. The product is: [CH2:1]([O:8][CH2:9][CH2:10][N:11]1[C:17](=[O:18])[C@@H:16]([NH:19][C:20](=[O:27])[C:21]([OH:26])([CH3:25])[C:22]([NH:40][CH2:39][CH2:38][C:37]([F:45])([F:36])[C:41]([F:44])([F:43])[F:42])=[O:23])[C:15]2[CH:28]=[CH:29][CH:30]=[CH:31][C:14]=2[C:13]2[CH:32]=[CH:33][CH:34]=[CH:35][C:12]1=2)[C:2]1[CH:7]=[CH:6][CH:5]=[CH:4][CH:3]=1. (5) Given the reactants C(OC(=O)[NH:7][C:8]1[N:13]=[CH:12][C:11]([C:14](=[O:44])[NH:15][C:16]2[N:25]3[CH2:26][CH2:27][N:28]=[C:24]3[C:23]3[CH:22]=[CH:21][C:20]([O:29][CH2:30][CH2:31][CH2:32][S:33]([N:36]4[CH2:41][CH2:40][O:39][CH2:38][CH2:37]4)(=[O:35])=[O:34])=[C:19]([O:42][CH3:43])[C:18]=3[N:17]=2)=[CH:10][N:9]=1)(C)(C)C.C(O)(C(F)(F)F)=O, predict the reaction product. The product is: [NH2:7][C:8]1[N:13]=[CH:12][C:11]([C:14]([NH:15][C:16]2[N:25]3[CH2:26][CH2:27][N:28]=[C:24]3[C:23]3[CH:22]=[CH:21][C:20]([O:29][CH2:30][CH2:31][CH2:32][S:33]([N:36]4[CH2:37][CH2:38][O:39][CH2:40][CH2:41]4)(=[O:35])=[O:34])=[C:19]([O:42][CH3:43])[C:18]=3[N:17]=2)=[O:44])=[CH:10][N:9]=1. (6) The product is: [F:11][C:12]1[CH:13]=[C:14]([C:18]2[C:19]([CH:29]([NH:31][C:2]3[N:10]=[CH:9][N:8]=[C:7]4[C:3]=3[N:4]=[CH:5][NH:6]4)[CH3:30])=[CH:20][C:21]([CH3:28])=[C:22]3[C:27]=2[N:26]=[CH:25][CH:24]=[CH:23]3)[CH:15]=[CH:16][CH:17]=1. Given the reactants Br[C:2]1[N:10]=[CH:9][N:8]=[C:7]2[C:3]=1[N:4]=[CH:5][NH:6]2.[F:11][C:12]1[CH:13]=[C:14]([C:18]2[C:19]([CH:29]([NH2:31])[CH3:30])=[CH:20][C:21]([CH3:28])=[C:22]3[C:27]=2[N:26]=[CH:25][CH:24]=[CH:23]3)[CH:15]=[CH:16][CH:17]=1.C(N(CC)C(C)C)(C)C, predict the reaction product. (7) Given the reactants ClC1C(Cl)=CC=CC=1N1CCN([CH2:15][CH2:16][CH2:17][CH2:18][O:19][C:20]2[CH:29]=[CH:28][C:27]3[C:22](=[C:23]([OH:30])[CH:24]=[CH:25][CH:26]=3)[N:21]=2)CC1.[CH3:31][O:32][C:33]1[C:34]([N:39]2[CH2:44][CH2:43][NH:42][CH2:41][CH2:40]2)=[N:35][CH:36]=[CH:37][CH:38]=1, predict the reaction product. The product is: [CH3:31][O:32][C:33]1[C:34]([N:39]2[CH2:44][CH2:43][N:42]([CH2:15][CH2:16][CH2:17][CH2:18][O:19][C:20]3[CH:29]=[CH:28][C:27]4[C:22](=[C:23]([OH:30])[CH:24]=[CH:25][CH:26]=4)[N:21]=3)[CH2:41][CH2:40]2)=[N:35][CH:36]=[CH:37][CH:38]=1. (8) Given the reactants N1C=CN=C1.[C:6]([Si:10](Cl)([C:17]1[CH:22]=[CH:21][CH:20]=[CH:19][CH:18]=1)[C:11]1[CH:16]=[CH:15][CH:14]=[CH:13][CH:12]=1)([CH3:9])([CH3:8])[CH3:7].CN(C)C=O.[CH2:29]([N:33]1[C:37]([C:38](=[S:40])[NH2:39])=[C:36]([CH2:41][OH:42])[N:35]=[C:34]1[N:43]1[CH2:48][CH2:47][N:46]([C:49]([O:51][C:52]([CH3:55])([CH3:54])[CH3:53])=[O:50])[CH2:45][CH2:44]1)[C:30]#[C:31][CH3:32], predict the reaction product. The product is: [Si:10]([O:42][CH2:41][C:36]1[N:35]=[C:34]([N:43]2[CH2:44][CH2:45][N:46]([C:49]([O:51][C:52]([CH3:55])([CH3:54])[CH3:53])=[O:50])[CH2:47][CH2:48]2)[N:33]([CH2:29][C:30]#[C:31][CH3:32])[C:37]=1[C:38](=[S:40])[NH2:39])([C:6]([CH3:9])([CH3:8])[CH3:7])([C:17]1[CH:22]=[CH:21][CH:20]=[CH:19][CH:18]=1)[C:11]1[CH:16]=[CH:15][CH:14]=[CH:13][CH:12]=1.